From a dataset of Full USPTO retrosynthesis dataset with 1.9M reactions from patents (1976-2016). Predict the reactants needed to synthesize the given product. (1) The reactants are: [Cl:1][C:2]1[N:7]=[C:6]([CH2:8][C:9]([C:11]2[CH:12]=[CH:13][C:14]([F:29])=[C:15]([NH:17][S:18]([C:21]3[C:26]([F:27])=[CH:25][CH:24]=[CH:23][C:22]=3[F:28])(=[O:20])=[O:19])[CH:16]=2)=O)[CH:5]=[CH:4][N:3]=1.C1C(=O)N(Br)C(=O)C1.[CH3:38][CH:39]([CH3:43])[C:40](=[S:42])[NH2:41]. Given the product [Cl:1][C:2]1[N:7]=[C:6]([C:8]2[S:42][C:40]([CH:39]([CH3:43])[CH3:38])=[N:41][C:9]=2[C:11]2[CH:12]=[CH:13][C:14]([F:29])=[C:15]([NH:17][S:18]([C:21]3[C:26]([F:27])=[CH:25][CH:24]=[CH:23][C:22]=3[F:28])(=[O:20])=[O:19])[CH:16]=2)[CH:5]=[CH:4][N:3]=1, predict the reactants needed to synthesize it. (2) Given the product [CH:1]1([C:4]([N:6]2[CH2:10][CH2:9][C@@H:8]([CH2:11][N:12]3[C:16](=[O:17])[C:15]4([CH2:18][CH2:19][N:20]([CH2:40][CH2:41][OH:42])[CH2:21][CH2:22]4)[N:14]=[C:13]3[C:23]3[CH:28]=[CH:27][C:26]([C:29]4[CH:30]=[C:31]5[C:35](=[CH:36][CH:37]=4)[N:34]([CH3:38])[N:33]=[CH:32]5)=[CH:25][CH:24]=3)[CH2:7]2)=[O:5])[CH2:3][CH2:2]1, predict the reactants needed to synthesize it. The reactants are: [CH:1]1([C:4]([N:6]2[CH2:10][CH2:9][C@@H:8]([CH2:11][N:12]3[C:16](=[O:17])[C:15]4([CH2:22][CH2:21][NH:20][CH2:19][CH2:18]4)[N:14]=[C:13]3[C:23]3[CH:28]=[CH:27][C:26]([C:29]4[CH:30]=[C:31]5[C:35](=[CH:36][CH:37]=4)[N:34]([CH3:38])[N:33]=[CH:32]5)=[CH:25][CH:24]=3)[CH2:7]2)=[O:5])[CH2:3][CH2:2]1.Br[CH2:40][CH2:41][OH:42].C(=O)([O-])[O-].[K+].[K+]. (3) Given the product [Cl:21][C:19]1[CH:18]=[CH:17][C:16]([O:22][CH3:23])=[C:15]([C:11]2([F:14])[CH2:10][CH2:9][NH:8][CH2:13][CH2:12]2)[CH:20]=1, predict the reactants needed to synthesize it. The reactants are: C([N:8]1[CH2:13][CH2:12][C:11]([C:15]2[CH:20]=[C:19]([Cl:21])[CH:18]=[CH:17][C:16]=2[O:22][CH3:23])([F:14])[CH2:10][CH2:9]1)C1C=CC=CC=1.ClC(OC(Cl)=O)C. (4) Given the product [NH2:16][C:3]1[CH:4]=[C:5]([C:8]([NH:10][CH2:11][C:12]([CH3:13])([CH3:14])[CH3:15])=[O:9])[CH:6]=[CH:7][C:2]=1[C:36]1[C:35]([CH3:47])=[C:34]([F:48])[CH:33]=[C:32]([C:31]([NH:30][CH:27]2[CH2:29][CH2:28]2)=[O:49])[CH:37]=1, predict the reactants needed to synthesize it. The reactants are: Br[C:2]1[CH:7]=[CH:6][C:5]([C:8]([NH:10][CH2:11][C:12]([CH3:15])([CH3:14])[CH3:13])=[O:9])=[CH:4][C:3]=1[NH:16]C(=O)OCC1C=CC=CC=1.[CH:27]1([NH:30][C:31](=[O:49])[C:32]2[CH:37]=[C:36](B3OC(C)(C)C(C)(C)O3)[C:35]([CH3:47])=[C:34]([F:48])[CH:33]=2)[CH2:29][CH2:28]1.C(=O)([O-])[O-].[K+].[K+]. (5) Given the product [Cl:23][CH2:19][CH2:18][CH2:17][CH2:16][CH2:15][NH:14][C:13]1[C:12]2[C:7](=[CH:8][CH:9]=[CH:10][CH:11]=2)[N:6]=[CH:5][C:4]=1[N+:1]([O-:3])=[O:2], predict the reactants needed to synthesize it. The reactants are: [N+:1]([C:4]1[CH:5]=[N:6][C:7]2[C:12]([C:13]=1[NH:14][CH:15](O)[CH2:16][CH2:17][CH2:18][CH3:19])=[CH:11][CH:10]=[CH:9][CH:8]=2)([O-:3])=[O:2].S(Cl)([Cl:23])=O. (6) Given the product [NH2:1][C:2]1[N:7]=[C:6]([N:8]2[CH2:29][CH2:28][C:11]3([CH2:15][N:14]([C:16]([O:18][C:19]([CH3:22])([CH3:21])[CH3:20])=[O:17])[C@H:13]([C:23]([O:25][CH2:26][CH3:27])=[O:24])[CH2:12]3)[CH2:10][CH2:9]2)[CH:5]=[C:4]([O:30][CH2:31][C:32]2[CH:37]=[CH:36][C:35]([Cl:38])=[CH:34][C:33]=2[C:48]2[CH:47]=[CH:46][CH:45]=[C:44]([S:41]([CH3:40])(=[O:43])=[O:42])[CH:49]=2)[N:3]=1, predict the reactants needed to synthesize it. The reactants are: [NH2:1][C:2]1[N:7]=[C:6]([N:8]2[CH2:29][CH2:28][C:11]3([CH2:15][N:14]([C:16]([O:18][C:19]([CH3:22])([CH3:21])[CH3:20])=[O:17])[C@H:13]([C:23]([O:25][CH2:26][CH3:27])=[O:24])[CH2:12]3)[CH2:10][CH2:9]2)[CH:5]=[C:4]([O:30][CH2:31][C:32]2[CH:37]=[CH:36][C:35]([Cl:38])=[CH:34][C:33]=2Br)[N:3]=1.[CH3:40][S:41]([C:44]1[CH:45]=[C:46](B(O)O)[CH:47]=[CH:48][CH:49]=1)(=[O:43])=[O:42].C([O-])([O-])=O.[Na+].[Na+]. (7) Given the product [F:39][C:36]([F:37])([F:38])[C:34]1[CH:35]=[C:30]([C@H:27]2[O:26][C:25](=[O:44])[N:24]([CH2:23][C:14]3[CH:15]=[C:16]([C:19]([F:22])([F:21])[F:20])[CH:17]=[CH:18][C:13]=3[C:11]3[CH:12]=[C:7]([C:4]([CH3:5])=[CH2:1])[C:8]([F:47])=[CH:9][C:10]=3[O:45][CH3:46])[C@H:28]2[CH3:29])[CH:31]=[C:32]([C:40]([F:43])([F:42])[F:41])[CH:33]=1, predict the reactants needed to synthesize it. The reactants are: [CH3:1][Mg]I.[C:4]([C:7]1[C:8]([F:47])=[CH:9][C:10]([O:45][CH3:46])=[C:11]([C:13]2[CH:18]=[CH:17][C:16]([C:19]([F:22])([F:21])[F:20])=[CH:15][C:14]=2[CH2:23][N:24]2[C@@H:28]([CH3:29])[C@@H:27]([C:30]3[CH:35]=[C:34]([C:36]([F:39])([F:38])[F:37])[CH:33]=[C:32]([C:40]([F:43])([F:42])[F:41])[CH:31]=3)[O:26][C:25]2=[O:44])[CH:12]=1)(=O)[CH3:5]. (8) Given the product [Cl:17][C:18]1[CH:19]=[CH:20][C:21]([N:24]2[CH:28]=[CH:27][C:26]([O:29][CH2:2][C:3]3[C:8]([Br:9])=[CH:7][CH:6]=[CH:5][C:4]=3[N:10]3[C:14](=[O:15])[N:13]([CH3:16])[N:12]=[N:11]3)=[N:25]2)=[CH:22][CH:23]=1, predict the reactants needed to synthesize it. The reactants are: Br[CH2:2][C:3]1[C:8]([Br:9])=[CH:7][CH:6]=[CH:5][C:4]=1[N:10]1[C:14](=[O:15])[N:13]([CH3:16])[N:12]=[N:11]1.[Cl:17][C:18]1[CH:23]=[CH:22][C:21]([N:24]2[CH:28]=[CH:27][C:26]([OH:29])=[N:25]2)=[CH:20][CH:19]=1.C(=O)([O-])[O-].[K+].[K+].C(#N)C. (9) Given the product [F:27][C:28]([F:33])([F:32])[C:29]([OH:31])=[O:30].[CH3:1][C:2]1[S:6][C:5]([C:7]([N:9]2[CH2:14][C:13]3([CH2:19][CH2:18][NH:17][CH2:16][CH2:15]3)[O:12][CH2:11][CH2:10]2)=[O:8])=[CH:4][CH:3]=1, predict the reactants needed to synthesize it. The reactants are: [CH3:1][C:2]1[S:6][C:5]([C:7]([N:9]2[CH2:14][C:13]3([CH2:19][CH2:18][N:17](C(OC(C)(C)C)=O)[CH2:16][CH2:15]3)[O:12][CH2:11][CH2:10]2)=[O:8])=[CH:4][CH:3]=1.[F:27][C:28]([F:33])([F:32])[C:29]([OH:31])=[O:30]. (10) The reactants are: [Br:1][C:2]1[CH:8]=[CH:7][C:5]([NH2:6])=[C:4]([F:9])[CH:3]=1.[C:10]([S-:12])#[N:11].[K+].BrBr. Given the product [Br:1][C:2]1[CH:3]=[C:4]([F:9])[C:5]2[N:6]=[C:10]([NH2:11])[S:12][C:7]=2[CH:8]=1, predict the reactants needed to synthesize it.